This data is from Forward reaction prediction with 1.9M reactions from USPTO patents (1976-2016). The task is: Predict the product of the given reaction. (1) The product is: [F:1][C:2]1[CH:3]=[C:4]([N:9]2[CH2:13][C@H:12]([CH2:14][N:15]3[CH:19]=[CH:18][N:17]=[N:16]3)[O:11][C:10]2=[O:20])[CH:5]=[CH:6][C:7]=1[B:21]1[O:25][C:24]([CH3:27])([CH3:26])[C:23]([CH3:29])([CH3:28])[O:22]1. Given the reactants [F:1][C:2]1[CH:3]=[C:4]([N:9]2[CH2:13][C@H:12]([CH2:14][N:15]3[CH:19]=[CH:18][N:17]=[N:16]3)[O:11][C:10]2=[O:20])[CH:5]=[CH:6][C:7]=1I.[B:21]1([B:21]2[O:25][C:24]([CH3:27])([CH3:26])[C:23]([CH3:29])([CH3:28])[O:22]2)[O:25][C:24]([CH3:27])([CH3:26])[C:23]([CH3:29])([CH3:28])[O:22]1.C([O-])(=O)C.[K+].C(OCC)(=O)C, predict the reaction product. (2) The product is: [Cl:30][C:27]1[N:28]=[CH:29][C:24]([C:9]2[CH2:10][CH2:11][N:12]([C:15]([O:17][C:18]([CH3:19])([CH3:20])[CH3:21])=[O:16])[CH2:13][CH:14]=2)=[CH:25][N:26]=1. Given the reactants CC1(C)C(C)(C)OB([C:9]2[CH2:10][CH2:11][N:12]([C:15]([O:17][C:18]([CH3:21])([CH3:20])[CH3:19])=[O:16])[CH2:13][CH:14]=2)O1.Br[C:24]1[CH:25]=[N:26][C:27]([Cl:30])=[N:28][CH:29]=1.C(Cl)Cl.C(=O)([O-])[O-].[Cs+].[Cs+], predict the reaction product.